Task: Predict the product of the given reaction.. Dataset: Forward reaction prediction with 1.9M reactions from USPTO patents (1976-2016) (1) Given the reactants [Br:1][C:2]1[C:3]([F:22])=[CH:4][C:5]2[CH:11]3[CH2:12][CH:9]([CH2:10]3)[N:8]3[C:13]([CH:19]=O)=[C:14]([C:16]([NH2:18])=[O:17])[N:15]=[C:7]3[C:6]=2[CH:21]=1.[C:23]([N:26]1[CH2:31][CH2:30][NH:29][CH2:28][CH2:27]1)(=[O:25])[CH3:24], predict the reaction product. The product is: [C:23]([N:26]1[CH2:31][CH2:30][N:29]([CH2:19][C:13]2[N:8]3[CH:9]4[CH2:12][CH:11]([C:5]5[CH:4]=[C:3]([F:22])[C:2]([Br:1])=[CH:21][C:6]=5[C:7]3=[N:15][C:14]=2[C:16]([NH2:18])=[O:17])[CH2:10]4)[CH2:28][CH2:27]1)(=[O:25])[CH3:24]. (2) Given the reactants [CH3:1][C:2]([CH3:55])=[CH:3][CH2:4][CH2:5][C@@:6]([OH:54])([C@@H:8]1[C@H:12]2[C@H:13]([OH:52])[CH2:14][C@@H:15]3[C@@:20]4([CH3:50])[CH2:21][CH2:22][C@H:23]([O:27][C@@H:28]5[O:33][C@H:32]([CH2:34][OH:35])[C@@H:31]([OH:36])[C@H:30]([OH:37])[C@H:29]5[O:38][C@@H:39]5[O:44][C@H:43]([CH2:45][OH:46])[C@@H:42]([OH:47])[C@H:41]([OH:48])[C@H:40]5[OH:49])[C:24]([CH3:26])([CH3:25])[C@@H:19]4[CH2:18][CH2:17][C@@:16]3([CH3:51])[C@:11]2([CH3:53])[CH2:10][CH2:9]1)[CH3:7], predict the reaction product. The product is: [CH3:1][C:2]([CH3:55])=[CH:3][CH2:4][CH2:5][C@:6]([OH:54])([C@@H:8]1[C@H:12]2[C@H:13]([OH:52])[CH2:14][C@@H:15]3[C@@:20]4([CH3:50])[CH2:21][CH2:22][C@H:23]([O:27][C@@H:28]5[O:33][C@H:32]([CH2:34][OH:35])[C@@H:31]([OH:36])[C@H:30]([OH:37])[C@H:29]5[O:38][C@@H:39]5[O:44][C@H:43]([CH2:45][OH:46])[C@@H:42]([OH:47])[C@H:41]([OH:48])[C@H:40]5[OH:49])[C:24]([CH3:25])([CH3:26])[C@@H:19]4[CH2:18][CH2:17][C@@:16]3([CH3:51])[C@:11]2([CH3:53])[CH2:10][CH2:9]1)[CH3:7]. (3) Given the reactants [CH2:1]([C:3]1[N:7]([C:8]2[CH:13]=[CH:12][CH:11]=[CH:10][CH:9]=2)[N:6]=[CH:5][C:4]=1[CH:14]([OH:16])[CH3:15])[CH3:2], predict the reaction product. The product is: [CH2:1]([C:3]1[N:7]([C:8]2[CH:9]=[CH:10][CH:11]=[CH:12][CH:13]=2)[N:6]=[CH:5][C:4]=1[C:14](=[O:16])[CH3:15])[CH3:2]. (4) Given the reactants [CH3:1][CH:2]([N:4]1[C:12]2[CH:11]=[C:10]([C:13]([F:16])([F:15])[F:14])[CH:9]=[C:8]([C:17](O)=[O:18])[C:7]=2[CH:6]=[CH:5]1)[CH3:3].[NH2:20][CH2:21][C:22]1[C:23](=[O:30])[NH:24][C:25]([CH3:29])=[CH:26][C:27]=1[CH3:28].CN1CCOCC1.ON1C2N=CC=CC=2N=N1.C(Cl)CCl, predict the reaction product. The product is: [CH3:28][C:27]1[CH:26]=[C:25]([CH3:29])[NH:24][C:23](=[O:30])[C:22]=1[CH2:21][NH:20][C:17]([C:8]1[C:7]2[CH:6]=[CH:5][N:4]([CH:2]([CH3:3])[CH3:1])[C:12]=2[CH:11]=[C:10]([C:13]([F:15])([F:16])[F:14])[CH:9]=1)=[O:18]. (5) Given the reactants [OH:1][CH2:2][CH2:3][CH2:4][CH2:5][NH:6][S:7]([C:10]1[CH:15]=[CH:14][C:13](Br)=[C:12]([CH3:17])[CH:11]=1)(=[O:9])=[O:8].[F:18][C:19]1[CH:24]=[C:23]([F:25])[CH:22]=[CH:21][C:20]=1B(O)O, predict the reaction product. The product is: [OH:1][CH2:2][CH2:3][CH2:4][CH2:5][NH:6][S:7]([C:10]1[CH:15]=[CH:14][C:13]([C:22]2[CH:21]=[CH:20][C:19]([F:18])=[CH:24][C:23]=2[F:25])=[C:12]([CH3:17])[CH:11]=1)(=[O:9])=[O:8]. (6) Given the reactants C([O:3][C:4](=[O:58])[CH2:5][CH2:6][NH:7][C:8]([C@:10]12[CH2:44][CH2:43][C@@H:42]([C:45]([CH2:47][N:48]([CH3:57])[C:49](=[O:56])[CH2:50][CH2:51][C:52]([O:54]C)=[O:53])=[CH2:46])[C@@H:11]1[C@@H:12]1[C@@:25]([CH3:28])([CH2:26][CH2:27]2)[C@@:24]2([CH3:29])[C@@H:15]([C@:16]3([CH3:41])[C@@H:21]([CH2:22][CH2:23]2)[C:20]([CH3:31])([CH3:30])[C:19]([C:32]2[CH:40]=[CH:39][C:35]([C:36]([OH:38])=[O:37])=[CH:34][CH:33]=2)=[CH:18][CH2:17]3)[CH2:14][CH2:13]1)=[O:9])C.[OH-].[Na+], predict the reaction product. The product is: [C:52]([CH2:51][CH2:50][C:49]([N:48]([CH2:47][C:45]([C@H:42]1[C@@H:11]2[C@@H:12]3[C@@:25]([CH3:28])([CH2:26][CH2:27][C@@:10]2([C:8](=[O:9])[NH:7][CH2:6][CH2:5][C:4]([OH:58])=[O:3])[CH2:44][CH2:43]1)[C@@:24]1([CH3:29])[C@@H:15]([C@:16]2([CH3:41])[C@@H:21]([CH2:22][CH2:23]1)[C:20]([CH3:31])([CH3:30])[C:19]([C:32]1[CH:40]=[CH:39][C:35]([C:36]([OH:38])=[O:37])=[CH:34][CH:33]=1)=[CH:18][CH2:17]2)[CH2:14][CH2:13]3)=[CH2:46])[CH3:57])=[O:56])([OH:54])=[O:53]. (7) Given the reactants Cl[C:2]1[C:3]2[C:4](=[CH:18][N:19](CC3C=CC(OC)=CC=3)[N:20]=2)[N:5]=[C:6]([C:8]2[CH:13]=[CH:12][C:11]([O:14][CH3:15])=[C:10]([O:16][CH3:17])[CH:9]=2)[N:7]=1.[NH:30]1[C:38]2[C:33](=[CH:34][C:35]([NH2:39])=[CH:36][CH:37]=2)[CH:32]=[N:31]1.Cl, predict the reaction product. The product is: [CH3:17][O:16][C:10]1[CH:9]=[C:8]([C:6]2[N:7]=[C:2]([NH:39][C:35]3[CH:34]=[C:33]4[C:38](=[CH:37][CH:36]=3)[NH:30][N:31]=[CH:32]4)[C:3]3[NH:20][N:19]=[CH:18][C:4]=3[N:5]=2)[CH:13]=[CH:12][C:11]=1[O:14][CH3:15]. (8) The product is: [F:20][C:17]1([F:19])[O:16][C:15]2[CH:21]=[CH:22][C:12](/[CH:2]=[CH:1]/[C:3]3[CH:4]=[C:5]([CH:8]=[CH:9][CH:10]=3)[CH:6]=[O:7])=[CH:13][C:14]=2[O:18]1. Given the reactants [CH:1]([C:3]1[CH:4]=[C:5]([CH:8]=[CH:9][CH:10]=1)[CH:6]=[O:7])=[CH2:2].Br[C:12]1[CH:22]=[CH:21][C:15]2[O:16][C:17]([F:20])([F:19])[O:18][C:14]=2[CH:13]=1.C([O-])([O-])=O.[K+].[K+], predict the reaction product. (9) Given the reactants [S:1]1[C:5]([C@H:6]([O:31][CH:32]2[CH2:37][CH2:36][CH2:35][CH2:34][O:33]2)/[CH:7]=[CH:8]/[C@H:9]2[C@H:13]([O:14][CH:15]3[CH2:20][CH2:19][CH2:18][CH2:17][O:16]3)[CH2:12][C@H:11]([OH:21])[C@@H:10]2[CH2:22]/[CH:23]=[CH:24]\[CH2:25][CH2:26][CH2:27][C:28]([OH:30])=[O:29])=[CH:4][C:3]2[CH:38]=[CH:39][CH:40]=[CH:41][C:2]1=2.CC(OI1(OC(C)=O)(OC(C)=O)OC(=O)C2C=CC=CC1=2)=O, predict the reaction product. The product is: [S:1]1[C:5]([C@H:6]([O:31][CH:32]2[CH2:37][CH2:36][CH2:35][CH2:34][O:33]2)/[CH:7]=[CH:8]/[C@H:9]2[C@H:13]([O:14][CH:15]3[CH2:20][CH2:19][CH2:18][CH2:17][O:16]3)[CH2:12][C:11](=[O:21])[C@@H:10]2[CH2:22]/[CH:23]=[CH:24]\[CH2:25][CH2:26][CH2:27][C:28]([OH:30])=[O:29])=[CH:4][C:3]2[CH:38]=[CH:39][CH:40]=[CH:41][C:2]1=2.